This data is from Reaction yield outcomes from USPTO patents with 853,638 reactions. The task is: Predict the reaction yield, written as a fraction of the theoretical maximum amount of product (1.0 means a 100% yield; for example, 0.34 means a 34% yield). (1) The catalyst is C(O)C. The reactants are [CH:1]1([C:4]2[CH:5]=[C:6]([C:13]3[N:17]([CH3:18])[N:16]=[N:15][N:14]=3)[CH:7]=[C:8]([N+:10]([O-])=O)[CH:9]=2)[CH2:3][CH2:2]1.[Sn](Cl)Cl.Cl. The yield is 0.430. The product is [CH:1]1([C:4]2[CH:9]=[C:8]([NH2:10])[CH:7]=[C:6]([C:13]3[N:17]([CH3:18])[N:16]=[N:15][N:14]=3)[CH:5]=2)[CH2:3][CH2:2]1. (2) The reactants are [F:1][C:2]([F:19])([F:18])[C:3]1[C:4]([N:9]2[CH2:14][CH:13]=[C:12]([C:15]([OH:17])=O)[CH2:11][CH2:10]2)=[N:5][CH:6]=[CH:7][CH:8]=1.C(Cl)(C(Cl)=O)=O.N1C=CC=CC=1.[C:32]([C:36]1[CH:42]=[CH:41][C:39]([NH2:40])=[CH:38][CH:37]=1)([CH3:35])([CH3:34])[CH3:33]. The catalyst is C(Cl)Cl.C1(C)C=CC=CC=1.CN(C1C=CN=CC=1)C.O.CN(C=O)C. The product is [C:32]([C:36]1[CH:37]=[CH:38][C:39]([NH:40][C:15]([C:12]2[CH2:11][CH2:10][N:9]([C:4]3[C:3]([C:2]([F:1])([F:19])[F:18])=[CH:8][CH:7]=[CH:6][N:5]=3)[CH2:14][CH:13]=2)=[O:17])=[CH:41][CH:42]=1)([CH3:35])([CH3:33])[CH3:34]. The yield is 0.630. (3) The reactants are C[C:2]1[C:7]([NH2:8])=[CH:6][CH:5]=[C:4]([CH3:9])[C:3]=1[NH2:10].[CH3:11][C:12]([O:15][C:16](O[C:16]([O:15][C:12]([CH3:14])([CH3:13])[CH3:11])=[O:17])=[O:17])([CH3:14])[CH3:13].[CH2:26]1COCC1. No catalyst specified. The product is [C:12]([O:15][C:16](=[O:17])[NH:10][C:3]1[CH:2]=[C:7]([NH2:8])[C:6]([CH3:26])=[CH:5][C:4]=1[CH3:9])([CH3:14])([CH3:13])[CH3:11]. The yield is 0.950. (4) The reactants are [CH3:1][C:2]1[CH:3]=[C:4]([N+:9]([O-:11])=[O:10])[CH:5]=[C:6]([CH3:8])[CH:7]=1.[O-:12][Mn](=O)(=O)=O.[K+].[OH2:18]. The catalyst is N1C=CC=CC=1. The product is [CH3:1][C:2]1[CH:7]=[C:6]([CH:5]=[C:4]([N+:9]([O-:11])=[O:10])[CH:3]=1)[C:8]([OH:12])=[O:18]. The yield is 0.400. (5) The reactants are Br[C:2]1[CH:3]=[CH:4][C:5]([N+:8]([O-:10])=[O:9])=[N:6][CH:7]=1.[CH3:11][C:12]1([CH3:25])[NH:17][CH2:16][CH2:15][N:14]([C:18]([O:20][C:21]([CH3:24])([CH3:23])[CH3:22])=[O:19])[CH2:13]1.C(=O)([O-])[O-].[Cs+].[Cs+].C1C=CC(P(C2C=CC3C(=CC=CC=3)C=2C2C3C(=CC=CC=3)C=CC=2P(C2C=CC=CC=2)C2C=CC=CC=2)C2C=CC=CC=2)=CC=1. The catalyst is C1C=CC(/C=C/C(/C=C/C2C=CC=CC=2)=O)=CC=1.C1C=CC(/C=C/C(/C=C/C2C=CC=CC=2)=O)=CC=1.C1C=CC(/C=C/C(/C=C/C2C=CC=CC=2)=O)=CC=1.[Pd].[Pd].O1CCOCC1. The product is [CH3:11][C:12]1([CH3:25])[N:17]([C:2]2[CH:7]=[N:6][C:5]([N+:8]([O-:10])=[O:9])=[CH:4][CH:3]=2)[CH2:16][CH2:15][N:14]([C:18]([O:20][C:21]([CH3:24])([CH3:23])[CH3:22])=[O:19])[CH2:13]1. The yield is 0.270. (6) The reactants are O1CCCC1.[F:6][C:7]([F:31])([F:30])[C:8]1[CH:13]=[C:12]([C:14]([F:17])([F:16])[F:15])[CH:11]=[CH:10][C:9]=1[NH:18][C:19](=[O:29])[C:20]1[CH:25]=[CH:24][CH:23]=[C:22]([N:26]=[C:27]=[O:28])[CH:21]=1.[F:32][C:33]([F:40])([C:36]([F:39])([F:38])[F:37])[CH2:34][OH:35].C(N(CC)CC)C. The catalyst is C(OCC)(=O)C. The product is [F:6][C:7]([F:30])([F:31])[C:8]1[CH:13]=[C:12]([C:14]([F:15])([F:16])[F:17])[CH:11]=[CH:10][C:9]=1[NH:18][C:19](=[O:29])[C:20]1[CH:25]=[CH:24][CH:23]=[C:22]([NH:26][C:27]([O:35][CH2:34][C:33]([F:40])([F:32])[C:36]([F:39])([F:38])[F:37])=[O:28])[CH:21]=1. The yield is 0.700. (7) The yield is 0.300. The reactants are [CH3:1][C:2]1[CH:11]=[CH:10][C:9]2[C:4](=[CH:5][CH:6]=[CH:7][C:8]=2[N:12]2[CH2:17][CH2:16][N:15]([CH2:18][CH2:19][C:20]3[CH:21]=[C:22]([CH:24]=[CH:25][CH:26]=3)[NH2:23])[CH2:14][CH2:13]2)[N:3]=1.[CH:27]1([C:33](Cl)=[O:34])[CH2:32][CH2:31][CH2:30][CH2:29][CH2:28]1. The product is [CH3:1][C:2]1[CH:11]=[CH:10][C:9]2[C:4](=[CH:5][CH:6]=[CH:7][C:8]=2[N:12]2[CH2:13][CH2:14][N:15]([CH2:18][CH2:19][C:20]3[CH:21]=[C:22]([NH:23][C:33]([CH:27]4[CH2:32][CH2:31][CH2:30][CH2:29][CH2:28]4)=[O:34])[CH:24]=[CH:25][CH:26]=3)[CH2:16][CH2:17]2)[N:3]=1. No catalyst specified. (8) The reactants are [CH3:1][O:2][C:3]1[CH:4]=[C:5]([CH:9]([CH3:12])[C:10]#[N:11])[CH:6]=[CH:7][CH:8]=1.[H-].[Al+3].[Li+].[H-].[H-].[H-].Cl. The catalyst is C1COCC1.CCOCC. The product is [CH3:1][O:2][C:3]1[CH:4]=[C:5]([CH:9]([CH3:12])[CH2:10][NH2:11])[CH:6]=[CH:7][CH:8]=1. The yield is 0.560. (9) The reactants are [B:10]1([B:10]2[O:14][C:13]([CH3:16])([CH3:15])[C:12]([CH3:18])([CH3:17])[O:11]2)[O:14][C:13]([CH3:16])([CH3:15])[C:12]([CH3:18])([CH3:17])[O:11]1.C([O-])(=O)C.[K+].Br[C:25]1[CH:26]=[C:27]([C:31]#[C:32][C:33]([CH3:36])([OH:35])[CH3:34])[CH:28]=[CH:29][CH:30]=1. The catalyst is O1CCOCC1.C1C=CC(/C=C/C(/C=C/C2C=CC=CC=2)=O)=CC=1.C1C=CC(/C=C/C(/C=C/C2C=CC=CC=2)=O)=CC=1.[Pd].C1(P(C2CCCCC2)C2CCCCC2)CCCCC1. The product is [CH3:36][C:33]([OH:35])([C:32]#[C:31][C:27]1[CH:26]=[CH:25][CH:30]=[C:29]([B:10]2[O:11][C:12]([CH3:17])([CH3:18])[C:13]([CH3:15])([CH3:16])[O:14]2)[CH:28]=1)[CH3:34]. The yield is 0.880.